This data is from Aqueous solubility values for 9,982 compounds from the AqSolDB database. The task is: Regression/Classification. Given a drug SMILES string, predict its absorption, distribution, metabolism, or excretion properties. Task type varies by dataset: regression for continuous measurements (e.g., permeability, clearance, half-life) or binary classification for categorical outcomes (e.g., BBB penetration, CYP inhibition). For this dataset (solubility_aqsoldb), we predict Y. The drug is CCNc1nc(NCC)nc(SC)n1. The Y is -2.73 log mol/L.